Task: Regression. Given two drug SMILES strings and cell line genomic features, predict the synergy score measuring deviation from expected non-interaction effect.. Dataset: NCI-60 drug combinations with 297,098 pairs across 59 cell lines (1) Drug 1: C1CCC(CC1)NC(=O)N(CCCl)N=O. Drug 2: C1CN(P(=O)(OC1)NCCCl)CCCl. Cell line: SK-MEL-5. Synergy scores: CSS=6.17, Synergy_ZIP=-0.900, Synergy_Bliss=2.77, Synergy_Loewe=-6.15, Synergy_HSA=-1.29. (2) Drug 1: COC1=CC(=CC(=C1O)OC)C2C3C(COC3=O)C(C4=CC5=C(C=C24)OCO5)OC6C(C(C7C(O6)COC(O7)C8=CC=CS8)O)O. Drug 2: CC(C)NC(=O)C1=CC=C(C=C1)CNNC.Cl. Cell line: A549. Synergy scores: CSS=39.4, Synergy_ZIP=2.68, Synergy_Bliss=2.25, Synergy_Loewe=-33.2, Synergy_HSA=-0.283.